This data is from Catalyst prediction with 721,799 reactions and 888 catalyst types from USPTO. The task is: Predict which catalyst facilitates the given reaction. (1) Reactant: [CH3:1][C:2]1(C)[O:7][C:6]2[CH:8]=[CH:9][C:10]([C@@H:12]([OH:39])[CH2:13][NH:14][CH2:15][CH2:16][CH2:17][CH2:18][CH2:19][CH2:20][O:21][CH2:22][CH2:23][CH2:24][CH2:25][C:26]3[CH:27]=[C:28]([N:32]4[C:36](=[O:37])[CH2:35][NH:34][C:33]4=[O:38])[CH:29]=[CH:30][CH:31]=3)=[CH:11][C:5]=2[CH2:4][O:3]1. Product: [C:2]([OH:7])(=[O:3])[CH3:1].[OH:39][C@H:12]([C:10]1[CH:9]=[CH:8][C:6]([OH:7])=[C:5]([CH2:4][OH:3])[CH:11]=1)[CH2:13][NH:14][CH2:15][CH2:16][CH2:17][CH2:18][CH2:19][CH2:20][O:21][CH2:22][CH2:23][CH2:24][CH2:25][C:26]1[CH:27]=[C:28]([N:32]2[C:36](=[O:37])[CH2:35][NH:34][C:33]2=[O:38])[CH:29]=[CH:30][CH:31]=1. The catalyst class is: 86. (2) Reactant: [N:1]1(O)[C:5]2[CH:6]=[CH:7][CH:8]=[CH:9][C:4]=2[N:3]=N1.[CH2:11]([N:13](CC)CC)[CH3:12].C([N:20]=C=NCCCN(C)C)C.Cl.Cl.Cl.[N:32]1[CH:37]=[CH:36][CH:35]=[CH:34][C:33]=1[C:38]1[S:39][C:40]([CH2:43][N:44]2[CH2:49][CH2:48][CH:47]([CH2:50][NH2:51])[CH2:46][CH2:45]2)=[CH:41][N:42]=1.CN(C)[CH:54]=[O:55]. Product: [NH2:20][C:8]1[CH:7]=[C:6]([C:54]([NH:51][CH2:50][CH:47]2[CH2:46][CH2:45][N:44]([CH2:43][C:40]3[S:39][C:38]([C:33]4[CH:34]=[CH:35][CH:36]=[CH:37][N:32]=4)=[N:42][CH:41]=3)[CH2:49][CH2:48]2)=[O:55])[C:5]2[N:1]([CH:12]=[CH:11][N:13]=2)[C:9]=1[C:4]#[N:3]. The catalyst class is: 662. (3) Reactant: Cl.[CH3:2][CH2:3][O:4][Si:5]([O:10][CH2:11][CH3:12])([O:7][CH2:8][CH3:9])[CH3:6].[CH3:13][CH2:14][O:15][Si:16]([O:23][CH2:24][CH3:25])([O:20][CH2:21][CH3:22])[O:17][CH2:18][CH3:19].[CH3:26][CH2:27][O:28][Si:29]([O:37][CH2:38][CH3:39])([O:34][CH2:35][CH3:36])[CH2:30][CH2:31][CH2:32][NH2:33]. Product: [CH3:9][CH2:8][O:7][Si:5]([O:10][CH2:11][CH3:12])([O:4][CH2:3][CH3:2])[CH3:6].[CH3:19][CH2:18][O:17][Si:16]([O:15][CH2:14][CH3:13])([O:20][CH2:21][CH3:22])[O:23][CH2:24][CH3:25].[CH3:36][CH2:35][O:34][Si:29]([O:37][CH2:38][CH3:39])([O:28][CH2:27][CH3:26])[CH2:30][CH2:31][CH2:32][NH2:33]. The catalyst class is: 8. (4) Reactant: [Br:1][C:2]1[C:10]2[NH:9][CH:8]=[CH:7][C:6]=2[C:5]([C:11]#[N:12])=[CH:4][CH:3]=1.Br[CH2:14][CH3:15].[OH-].[K+].O. Product: [Br:1][C:2]1[C:10]2[N:9]([CH2:14][CH3:15])[CH:8]=[CH:7][C:6]=2[C:5]([C:11]#[N:12])=[CH:4][CH:3]=1. The catalyst class is: 16. (5) Reactant: CCN=C=NCCCN(C)C.Cl.[Cl:13][C:14]1[CH:19]=[C:18]([Cl:20])[CH:17]=[CH:16][C:15]=1[CH2:21][CH2:22][NH:23][C:24]1[N:29]=[C:28]([O:30][CH3:31])[N:27]=[C:26]([C:32]2[CH:33]=[C:34]([C:38]3([C:44](O)=[O:45])[CH2:43][CH2:42][O:41][CH2:40][CH2:39]3)[CH:35]=[CH:36][CH:37]=2)[CH:25]=1.[CH3:47][S:48]([NH2:51])(=[O:50])=[O:49]. Product: [Cl:13][C:14]1[CH:19]=[C:18]([Cl:20])[CH:17]=[CH:16][C:15]=1[CH2:21][CH2:22][NH:23][C:24]1[N:29]=[C:28]([O:30][CH3:31])[N:27]=[C:26]([C:32]2[CH:33]=[C:34]([C:38]3([C:44]([NH:51][S:48]([CH3:47])(=[O:50])=[O:49])=[O:45])[CH2:43][CH2:42][O:41][CH2:40][CH2:39]3)[CH:35]=[CH:36][CH:37]=2)[CH:25]=1. The catalyst class is: 143.